Dataset: Full USPTO retrosynthesis dataset with 1.9M reactions from patents (1976-2016). Task: Predict the reactants needed to synthesize the given product. (1) The reactants are: [OH:1][C:2]1[CH:10]=[CH:9][C:8]2[NH:7][C:6]3[CH:11]([CH2:14][C:15]([O:17][CH2:18][CH3:19])=[O:16])[CH2:12][CH2:13][C:5]=3[C:4]=2[CH:3]=1.C([O-])([O-])=O.[K+].[K+].Br[CH2:27][C:28]1[CH:33]=[CH:32][C:31]([C:34]([F:37])([F:36])[F:35])=[CH:30][C:29]=1[C:38]([F:41])([F:40])[F:39]. Given the product [F:39][C:38]([F:40])([F:41])[C:29]1[CH:30]=[C:31]([C:34]([F:37])([F:35])[F:36])[CH:32]=[CH:33][C:28]=1[CH2:27][O:1][C:2]1[CH:10]=[CH:9][C:8]2[NH:7][C:6]3[CH:11]([CH2:14][C:15]([O:17][CH2:18][CH3:19])=[O:16])[CH2:12][CH2:13][C:5]=3[C:4]=2[CH:3]=1, predict the reactants needed to synthesize it. (2) Given the product [CH2:1]([O:3][C:4]([C:6]1[CH:11]=[CH:10][CH:9]=[C:8]([S:12][CH:21]([CH2:23][CH3:24])[CH3:22])[N:7]=1)=[O:5])[CH3:2], predict the reactants needed to synthesize it. The reactants are: [CH2:1]([O:3][C:4]([C:6]1[CH:11]=[CH:10][CH:9]=[C:8]([SH:12])[N:7]=1)=[O:5])[CH3:2].CN(C=O)C.[H-].[Na+].I[CH:21]([CH2:23][CH3:24])[CH3:22].